This data is from Full USPTO retrosynthesis dataset with 1.9M reactions from patents (1976-2016). The task is: Predict the reactants needed to synthesize the given product. (1) Given the product [Br:21][CH2:2][C:3]1[CH:4]=[C:5]2[C:9](=[CH:10][CH:11]=1)[CH:8]([C:12]1[CH:17]=[CH:16][C:15]([F:18])=[CH:14][CH:13]=1)[O:7][CH2:6]2, predict the reactants needed to synthesize it. The reactants are: O[CH2:2][C:3]1[CH:4]=[C:5]2[C:9](=[CH:10][CH:11]=1)[CH:8]([C:12]1[CH:17]=[CH:16][C:15]([F:18])=[CH:14][CH:13]=1)[O:7][CH2:6]2.S(Br)([Br:21])=O. (2) Given the product [F:1][C:2]1[C:3]([CH3:24])=[C:4]([C:8]2([C:20]([OH:22])=[O:21])[CH2:12][CH2:11][CH:10]([C:13]3[CH:18]=[CH:17][CH:16]=[CH:15][C:14]=3[CH3:19])[CH2:9]2)[CH:5]=[CH:6][CH:7]=1, predict the reactants needed to synthesize it. The reactants are: [F:1][C:2]1[C:3]([CH3:24])=[C:4]([C:8]2([C:20]([O:22]C)=[O:21])[CH2:12][CH2:11][CH:10]([C:13]3[CH:18]=[CH:17][CH:16]=[CH:15][C:14]=3[CH3:19])[CH2:9]2)[CH:5]=[CH:6][CH:7]=1.C1COCC1.[OH-].[Na+].